This data is from Full USPTO retrosynthesis dataset with 1.9M reactions from patents (1976-2016). The task is: Predict the reactants needed to synthesize the given product. (1) Given the product [Cl:18][C:7]1[N:8]=[C:9]([N:12]2[CH2:17][CH2:16][O:15][CH2:14][CH2:13]2)[C:10]2[S:11][C:3]([CH2:2][N:28]3[CH2:29][CH2:30][N:25]([S:22]([CH3:21])(=[O:24])=[O:23])[CH:26]([CH2:31][N:32]([CH3:34])[CH3:33])[CH2:27]3)=[CH:4][C:5]=2[N:6]=1, predict the reactants needed to synthesize it. The reactants are: Br[CH2:2][C:3]1[S:11][C:10]2[C:9]([N:12]3[CH2:17][CH2:16][O:15][CH2:14][CH2:13]3)=[N:8][C:7]([Cl:18])=[N:6][C:5]=2[CH:4]=1.Cl.Cl.[CH3:21][S:22]([N:25]1[CH2:30][CH2:29][NH:28][CH2:27][CH:26]1[CH2:31][N:32]([CH3:34])[CH3:33])(=[O:24])=[O:23].C([O-])([O-])=O.[K+].[K+]. (2) The reactants are: C(OC(=O)[NH:7][C:8]1[CH:13]=[CH:12][C:11]([O:14][CH:15]2[CH2:20][CH2:19][N:18]([C:21](=[O:30])[C:22]3[C:27]([Cl:28])=[CH:26][CH:25]=[CH:24][C:23]=3[Cl:29])[CH2:17][CH2:16]2)=[CH:10][CH:9]=1)(C)(C)C.FC(F)(F)C(O)=O. Given the product [NH2:7][C:8]1[CH:13]=[CH:12][C:11]([O:14][CH:15]2[CH2:16][CH2:17][N:18]([C:21]([C:22]3[C:27]([Cl:28])=[CH:26][CH:25]=[CH:24][C:23]=3[Cl:29])=[O:30])[CH2:19][CH2:20]2)=[CH:10][CH:9]=1, predict the reactants needed to synthesize it. (3) Given the product [N:26]1([CH2:25][CH2:24][O:23][C:20]2[CH:21]=[CH:22][C:17]([C:15]3[CH:14]=[N:13][C:12]4[N:11]([N:10]=[CH:9][C:8]=4[C:40]4[CH:41]=[C:42]([C:45]([O:47][CH3:48])=[O:46])[S:43][CH:44]=4)[CH:16]=3)=[CH:18][CH:19]=2)[CH2:31][CH2:30][CH2:29][CH2:28][CH2:27]1, predict the reactants needed to synthesize it. The reactants are: C([O-])([O-])=O.[Na+].[Na+].Br[C:8]1[CH:9]=[N:10][N:11]2[CH:16]=[C:15]([C:17]3[CH:22]=[CH:21][C:20]([O:23][CH2:24][CH2:25][N:26]4[CH2:31][CH2:30][CH2:29][CH2:28][CH2:27]4)=[CH:19][CH:18]=3)[CH:14]=[N:13][C:12]=12.CC1(C)C(C)(C)OB([C:40]2[CH:41]=[C:42]([C:45]([O:47][CH3:48])=[O:46])[S:43][CH:44]=2)O1.B([O-])[O-]. (4) Given the product [NH2:8][CH2:9][CH:10]1[CH2:15][N:14]2[CH:16]=[C:17]([C:19]([NH:55][C@H:56]3[CH2:61][CH2:60][C@@H:59]([N:62]4[C:67](=[O:68])[C:66]5[CH:69]=[C:70]([F:73])[CH:71]=[N:72][C:65]=5[N:64]([CH:74]5[CH2:75][CH2:76][S:77][CH2:78][CH2:79]5)[C:63]4=[O:80])[CH2:58][CH2:57]3)=[O:21])[N:18]=[C:13]2[CH2:12][CH2:11]1, predict the reactants needed to synthesize it. The reactants are: C(OC([NH:8][CH2:9][CH:10]1[CH2:15][N:14]2[CH:16]=[C:17]([C:19]([OH:21])=O)[N:18]=[C:13]2[CH2:12][CH2:11]1)=O)(C)(C)C.CCN(C(C)C)C(C)C.CN(C(ON1N=NC2C=CC=NC1=2)=[N+](C)C)C.F[P-](F)(F)(F)(F)F.[NH2:55][CH:56]1[CH2:61][CH2:60][CH:59]([N:62]2[C:67](=[O:68])[C:66]3[CH:69]=[C:70]([F:73])[CH:71]=[N:72][C:65]=3[N:64]([CH:74]3[CH2:79][CH2:78][S:77][CH2:76][CH2:75]3)[C:63]2=[O:80])[CH2:58][CH2:57]1. (5) The reactants are: [OH:1][C:2]1[C@@:6]([CH3:13])([C:7]2[CH:12]=[CH:11][CH:10]=[CH:9][CH:8]=2)[NH:5][C:4](=[O:14])[CH:3]=1.[CH:15](=O)[C:16]1[CH:21]=[CH:20][CH:19]=[CH:18][CH:17]=1.[CH3:23][C:24]1[C:32]2[C:27](=[CH:28][CH:29]=[C:30]([CH3:33])[CH:31]=2)[NH:26][CH:25]=1. Given the product [CH3:23][C:24]1[C:32]2[C:27](=[CH:28][CH:29]=[C:30]([CH3:33])[CH:31]=2)[NH:26][C:25]=1[CH:15]([C:16]1[CH:21]=[CH:20][CH:19]=[CH:18][CH:17]=1)[C:3]1[C:4](=[O:14])[NH:5][C@:6]([CH3:13])([C:7]2[CH:12]=[CH:11][CH:10]=[CH:9][CH:8]=2)[C:2]=1[OH:1], predict the reactants needed to synthesize it.